This data is from TAP: 5 developability metrics (CDR length, charge patches, hydrophobicity). The task is: Multi-output Regression. Predict 5 antibody developability metrics. (1) The antibody is ["['EVQLVQSGAEVKKPGASVKVSCKASGYTLTSYGISWVRQAPGQGLEWMGWVSFYNGNTNYAQKLQGRGTMTTDPSTSTAYMELRSLRSDDTAVYYCARGYGMDVWGQGTTVTVSS'\\n 'ESALTQPASVSGSPGQSITISCTGTSSDVGGYNSVSWYQQHPGKAPKLMIYEVSNRPSGVSNRFSGSKSGNTASLTISGLQAEDEADYYCNSYTSTSMVFGGGTKLTVL']"]. Developability metrics: CDR_Length=45.0, PSH=125, PPC=0, PNC=0, SFvCSP=0.200. (2) The antibody is ["['EVQLVESGGGLVQPGGSLRLSCAASGFTFSNYWMNWVRQAPGKGLEWVAAINQDGSEKYYVGSVKGRFTISRDNAKNSLYLQMNSLRVEDTAVYYCVRDYYDILTDYYIHYWYFDLWGRGTLVTVSS'\\n 'EIVLTQSPGTLSLSPGERATLSCRASQSVSSSYLAWYQQKPGQAPRLLIYGASSRATGIPDRFSGSGSGTDFTLTISRLEPEDFAVYYCQQYGSSPCTFGQGTRLEIK']"]. Developability metrics: CDR_Length=55.0, PSH=153, PPC=0.0655, PNC=0.176, SFvCSP=2.20. (3) The antibody is ["['QVQLQESGPGLVKPSETLSLTCTVSGYSITGGYLWNWIRQPPGKGLEWIGYISYDGTNNYKPSLKDRVTISRDTSKNQFSLKLSSVTAADTAVYYCARYGRVFFDYWGQGTLVTVSS'\\n 'DIVMTQSPLSLPVTPGEPASISCRSSQSIVHSNGNTYLQWYLQKPGQSPQLLIYKVSNRLYGVPDRFSGSGSGTDFTLKISRVEAEDVGVYYCFQGSHVPWTFGQGTKVEIK']"]. Developability metrics: CDR_Length=49.0, PSH=114, PPC=0.128, PNC=0, SFvCSP=11.0. (4) The antibody is ["['QVQLQESGPGLVKPSETLSLTCTVSGFSLTSYGVHWIRQPPGKGLEWIGVIYADGSTNYNPSLKSRVTISKDTSKNQVSLKLSSVTAADTAVYYCARAYGNYWYIDVWGQGTTVTVSS'\\n 'DIVMTQSPDSLAVSLGERATINCKSSESVSNDVAWYQQKPGQPPKLLINYAFHRFTGVPDRFSGSGYGTDFTLTISSLQAEDVAVYYCHQAYSSPYTFGQGTKLEIK']"]. Developability metrics: CDR_Length=45.0, PSH=107, PPC=0.112, PNC=0.0623, SFvCSP=-2.70. (5) The antibody is ["['QVQLQQSGPGLVKPSQTLSLTCAISGDSVSSNSAAWGWIRQSPGRGLEWLGRIYYRSKWYNSYAVSVKSRITINPDTSKNQFSLQLNSVTPEDTAVYYCARYQWVPKIGVFDSWGQGTLVTVSS'\\n 'DIVLTQSPATLSLSPGERATLSCRASQFILPEYLSWYQQKPGQAPRLLIYGSSSRATGVPARFSGSGSGTDFTLTISSLEPEDFAVYYCQQFYSSPLTFGQGTKVEIK']"]. Developability metrics: CDR_Length=52.0, PSH=120, PPC=0.266, PNC=0, SFvCSP=6.00. (6) The antibody is ["['QVQLVESGGGVVQPGRSLRLSCAASGFTFSSYGMHWVRQAPGKGLEWVAFIRYDGSNKYYADSVKGRFTISRDNSKNTLYLQMNSLRAEDTAVYYCKTHGSHDNWGQGTMVTVSS'\\n 'QSVLTQPPSVSGAPGQRVTISCSGSRSNIGSNTVKWYQQLPGTAPKLLIYYNDQRPSGVPDRFSGSKSGTSASLAITGLQAEDEADYYCQSYDRYTHPALLFGTGTKVTVL']"]. Developability metrics: CDR_Length=47.0, PSH=125, PPC=0.271, PNC=0, SFvCSP=17.2. (7) The antibody is ["['QVTLRESGPALVKPTQTLTLTCTVSGFSLSAYSVNWIRQPPGKALEWLAMIWGDGKIVYNSALKSRLTISKDTSKNQVVLTMTNMDPVDTATYYCAGDGYYPYAMDNWGQGSLVTVSS'\\n 'DIVMTQSPDSLSVSLGERATINCRASKSVDSYGNSFMHWYQQKPGQPPKLLIYLASNLESGVPDRFSGSGSGTDFTLTISSLQAEDVAVYYCQQNNEDPRTFGGGTKVEIK']"]. Developability metrics: CDR_Length=49.0, PSH=112, PPC=0.0709, PNC=1.30, SFvCSP=-9.00.